This data is from Catalyst prediction with 721,799 reactions and 888 catalyst types from USPTO. The task is: Predict which catalyst facilitates the given reaction. Reactant: [Cl:1][C:2]1[CH:3]=[C:4]([CH:7]=[C:8]([O:10][C:11]2[C:12](=[O:19])[NH:13][CH:14]=[C:15]([Cl:18])[C:16]=2[Cl:17])[CH:9]=1)[C:5]#[N:6].Br[CH2:21][C:22]1[C:30]2[C:25](=[N:26][CH:27]=[CH:28][CH:29]=2)[N:24](C(OC(C)(C)C)=O)[N:23]=1.C(=O)([O-])[O-].[K+].[K+]. Product: [Cl:1][C:2]1[CH:3]=[C:4]([CH:7]=[C:8]([O:10][C:11]2[C:12](=[O:19])[N:13]([CH2:21][C:22]3[C:30]4[C:25](=[N:26][CH:27]=[CH:28][CH:29]=4)[NH:24][N:23]=3)[CH:14]=[C:15]([Cl:18])[C:16]=2[Cl:17])[CH:9]=1)[C:5]#[N:6]. The catalyst class is: 618.